Dataset: Reaction yield outcomes from USPTO patents with 853,638 reactions. Task: Predict the reaction yield, written as a fraction of the theoretical maximum amount of product (1.0 means a 100% yield; for example, 0.34 means a 34% yield). The reactants are Br[C:2]1[C:3]([O:9][CH3:10])=[N:4][CH:5]=[C:6]([Cl:8])[CH:7]=1.[NH2:11][CH:12]1[CH2:15][N:14]([C:16]([O:18][C:19]([CH3:22])([CH3:21])[CH3:20])=[O:17])[CH2:13]1.C([O-])([O-])=O.[Cs+].[Cs+]. The catalyst is C1(C)C=CC=CC=1.C1C=CC(/C=C/C(/C=C/C2C=CC=CC=2)=O)=CC=1.C1C=CC(/C=C/C(/C=C/C2C=CC=CC=2)=O)=CC=1.C1C=CC(/C=C/C(/C=C/C2C=CC=CC=2)=O)=CC=1.[Pd].[Pd].CC1(C)C2C(=C(P(C3C=CC=CC=3)C3C=CC=CC=3)C=CC=2)OC2C(P(C3C=CC=CC=3)C3C=CC=CC=3)=CC=CC1=2. The product is [Cl:8][C:6]1[CH:7]=[C:2]([NH:11][CH:12]2[CH2:13][N:14]([C:16]([O:18][C:19]([CH3:22])([CH3:21])[CH3:20])=[O:17])[CH2:15]2)[C:3]([O:9][CH3:10])=[N:4][CH:5]=1. The yield is 0.800.